From a dataset of NCI-60 drug combinations with 297,098 pairs across 59 cell lines. Regression. Given two drug SMILES strings and cell line genomic features, predict the synergy score measuring deviation from expected non-interaction effect. (1) Drug 1: C1CN1P(=S)(N2CC2)N3CC3. Drug 2: CC1=C(C=C(C=C1)C(=O)NC2=CC(=CC(=C2)C(F)(F)F)N3C=C(N=C3)C)NC4=NC=CC(=N4)C5=CN=CC=C5. Cell line: BT-549. Synergy scores: CSS=2.00, Synergy_ZIP=3.83, Synergy_Bliss=7.64, Synergy_Loewe=-0.718, Synergy_HSA=-0.802. (2) Drug 1: C1CN1P(=S)(N2CC2)N3CC3. Drug 2: C(CCl)NC(=O)N(CCCl)N=O. Cell line: LOX IMVI. Synergy scores: CSS=45.2, Synergy_ZIP=-5.03, Synergy_Bliss=-1.64, Synergy_Loewe=2.51, Synergy_HSA=4.82. (3) Drug 1: C1=C(C(=O)NC(=O)N1)F. Drug 2: C1CN1P(=S)(N2CC2)N3CC3. Cell line: HL-60(TB). Synergy scores: CSS=88.1, Synergy_ZIP=-5.32, Synergy_Bliss=-9.91, Synergy_Loewe=-7.90, Synergy_HSA=-6.30. (4) Drug 2: COCCOC1=C(C=C2C(=C1)C(=NC=N2)NC3=CC=CC(=C3)C#C)OCCOC.Cl. Cell line: SW-620. Drug 1: CN(CC1=CN=C2C(=N1)C(=NC(=N2)N)N)C3=CC=C(C=C3)C(=O)NC(CCC(=O)O)C(=O)O. Synergy scores: CSS=63.2, Synergy_ZIP=8.62, Synergy_Bliss=7.46, Synergy_Loewe=-41.4, Synergy_HSA=6.31. (5) Drug 1: CC12CCC3C(C1CCC2=O)CC(=C)C4=CC(=O)C=CC34C. Drug 2: CC1CCC2CC(C(=CC=CC=CC(CC(C(=O)C(C(C(=CC(C(=O)CC(OC(=O)C3CCCCN3C(=O)C(=O)C1(O2)O)C(C)CC4CCC(C(C4)OC)O)C)C)O)OC)C)C)C)OC. Cell line: LOX IMVI. Synergy scores: CSS=22.9, Synergy_ZIP=-6.53, Synergy_Bliss=-8.96, Synergy_Loewe=-9.01, Synergy_HSA=-6.78. (6) Drug 1: CC(C1=C(C=CC(=C1Cl)F)Cl)OC2=C(N=CC(=C2)C3=CN(N=C3)C4CCNCC4)N. Drug 2: C1=CN(C(=O)N=C1N)C2C(C(C(O2)CO)O)O.Cl. Cell line: HOP-62. Synergy scores: CSS=44.6, Synergy_ZIP=0.576, Synergy_Bliss=-0.653, Synergy_Loewe=-28.0, Synergy_HSA=-1.51. (7) Drug 1: CS(=O)(=O)C1=CC(=C(C=C1)C(=O)NC2=CC(=C(C=C2)Cl)C3=CC=CC=N3)Cl. Drug 2: CC1C(C(CC(O1)OC2CC(CC3=C2C(=C4C(=C3O)C(=O)C5=C(C4=O)C(=CC=C5)OC)O)(C(=O)CO)O)N)O.Cl. Cell line: OVCAR3. Synergy scores: CSS=37.0, Synergy_ZIP=-1.72, Synergy_Bliss=-2.74, Synergy_Loewe=-3.93, Synergy_HSA=-0.843. (8) Drug 1: CCC1=CC2CC(C3=C(CN(C2)C1)C4=CC=CC=C4N3)(C5=C(C=C6C(=C5)C78CCN9C7C(C=CC9)(C(C(C8N6C)(C(=O)OC)O)OC(=O)C)CC)OC)C(=O)OC.C(C(C(=O)O)O)(C(=O)O)O. Drug 2: C1C(C(OC1N2C=NC3=C2NC=NCC3O)CO)O. Cell line: BT-549. Synergy scores: CSS=55.3, Synergy_ZIP=0.857, Synergy_Bliss=2.56, Synergy_Loewe=-42.2, Synergy_HSA=3.97. (9) Drug 1: COC1=CC(=CC(=C1O)OC)C2C3C(COC3=O)C(C4=CC5=C(C=C24)OCO5)OC6C(C(C7C(O6)COC(O7)C8=CC=CS8)O)O. Drug 2: CC1=CC=C(C=C1)C2=CC(=NN2C3=CC=C(C=C3)S(=O)(=O)N)C(F)(F)F. Cell line: IGROV1. Synergy scores: CSS=36.5, Synergy_ZIP=-7.42, Synergy_Bliss=-0.0569, Synergy_Loewe=-18.0, Synergy_HSA=2.56. (10) Drug 1: CN(C)C1=NC(=NC(=N1)N(C)C)N(C)C. Cell line: OVCAR-4. Drug 2: C1CCC(C(C1)N)N.C(=O)(C(=O)[O-])[O-].[Pt+4]. Synergy scores: CSS=-2.94, Synergy_ZIP=-0.628, Synergy_Bliss=-4.42, Synergy_Loewe=-66.3, Synergy_HSA=-7.66.